From a dataset of Full USPTO retrosynthesis dataset with 1.9M reactions from patents (1976-2016). Predict the reactants needed to synthesize the given product. Given the product [CH2:29]([O:28][C:25]1[CH:26]=[CH:27][C:22]([C:20](=[N:16][NH2:17])[CH2:19][CH3:18])=[CH:23][CH:24]=1)[C:30]1[CH:35]=[CH:34][CH:33]=[CH:32][CH:31]=1, predict the reactants needed to synthesize it. The reactants are: Cl.C(OC1C=CC([NH:16][NH2:17])=CC=1)C1C=CC=CC=1.[CH3:18][CH2:19][C:20]([C:22]1[CH:27]=[CH:26][C:25]([O:28][CH2:29][C:30]2[CH:35]=[CH:34][CH:33]=[CH:32][CH:31]=2)=[CH:24][CH:23]=1)=O.C(O)C.C([O-])(O)=O.[Na+].